From a dataset of Full USPTO retrosynthesis dataset with 1.9M reactions from patents (1976-2016). Predict the reactants needed to synthesize the given product. (1) Given the product [ClH:20].[NH2:8][C@@H:9]([CH2:13][C:14]1[CH:15]=[N:16][CH:17]=[CH:18][CH:19]=1)[C:10]([N:22]([CH3:23])[CH3:21])=[O:12], predict the reactants needed to synthesize it. The reactants are: C(OC([NH:8][C@@H:9]([CH2:13][C:14]1[CH:15]=[N:16][CH:17]=[CH:18][CH:19]=1)[C:10]([OH:12])=O)=O)(C)(C)C.[ClH:20].[CH3:21][NH:22][CH3:23].CCN(C(C)C)C(C)C.CN(C(ON1N=NC2C=CC=CC1=2)=[N+](C)C)C.[B-](F)(F)(F)F. (2) Given the product [O:1]1[CH:5]=[CH:4][CH:3]=[C:2]1[C:6]1[O:7][C:8]([CH3:36])=[C:9]([CH2:11][O:12][C:13]2[CH:33]=[CH:32][C:16]([CH2:17][O:18][C:19]3[C:23](/[CH:24]=[CH:37]/[P:48](=[O:57])([O:49][CH:50]([CH3:51])[CH3:52])[O:53][CH:54]([CH3:55])[CH3:56])=[CH:22][N:21]([C:26]4[CH:27]=[CH:28][CH:29]=[CH:30][CH:31]=4)[N:20]=3)=[CH:15][C:14]=2[O:34][CH3:35])[N:10]=1, predict the reactants needed to synthesize it. The reactants are: [O:1]1[CH:5]=[CH:4][CH:3]=[C:2]1[C:6]1[O:7][C:8]([CH3:36])=[C:9]([CH2:11][O:12][C:13]2[CH:33]=[CH:32][C:16]([CH2:17][O:18][C:19]3[C:23]([CH:24]=O)=[CH:22][N:21]([C:26]4[CH:31]=[CH:30][CH:29]=[CH:28][CH:27]=4)[N:20]=3)=[CH:15][C:14]=2[O:34][CH3:35])[N:10]=1.[CH2:37]([P:48](=[O:57])([O:53][CH:54]([CH3:56])[CH3:55])[O:49][CH:50]([CH3:52])[CH3:51])P(=O)(OC(C)C)OC(C)C.CN(C)C=O.[H-].[Na+].